This data is from Full USPTO retrosynthesis dataset with 1.9M reactions from patents (1976-2016). The task is: Predict the reactants needed to synthesize the given product. (1) Given the product [CH3:21][NH:22][CH:23]([CH2:25]/[CH:26]=[CH:27]/[C:2]1[N:7]=[C:6]2[O:8][CH:9]=[N:10][C:5]2=[CH:4][CH:3]=1)[CH3:24], predict the reactants needed to synthesize it. The reactants are: Br[C:2]1[N:7]=[C:6]2[O:8][CH:9]=[N:10][C:5]2=[CH:4][CH:3]=1.BrC1C=C2OC=NC2=NC=1.[CH3:21][N:22](C(OC(C)(C)C)=O)[CH:23]([CH2:25][CH:26]=[CH2:27])[CH3:24]. (2) Given the product [F:38][C:2]([F:1])([F:37])[C:3]1[CH:4]=[C:5]([C@H:13]([O:15][C@H:16]2[CH2:20][N:19]([C:21]([O:23][C:24]([CH3:25])([CH3:27])[CH3:26])=[O:22])[C@@H:18]([CH:28]([OH:29])[CH3:39])[C@@H:17]2[C:30]2[CH:35]=[CH:34][C:33]([F:36])=[CH:32][CH:31]=2)[CH3:14])[CH:6]=[C:7]([C:9]([F:10])([F:11])[F:12])[CH:8]=1, predict the reactants needed to synthesize it. The reactants are: [F:1][C:2]([F:38])([F:37])[C:3]1[CH:4]=[C:5]([C@H:13]([O:15][C@H:16]2[CH2:20][N:19]([C:21]([O:23][C:24]([CH3:27])([CH3:26])[CH3:25])=[O:22])[C@@H:18]([CH:28]=[O:29])[C@@H:17]2[C:30]2[CH:35]=[CH:34][C:33]([F:36])=[CH:32][CH:31]=2)[CH3:14])[CH:6]=[C:7]([C:9]([F:12])([F:11])[F:10])[CH:8]=1.[CH3:39][Mg]Br. (3) Given the product [OH:1][C:2]1[C:11]([OH:12])=[N:10][C:9]2[C:4](=[CH:5][CH:6]=[CH:7][C:8]=2[NH2:13])[N:3]=1, predict the reactants needed to synthesize it. The reactants are: [OH:1][C:2]1[C:11]([OH:12])=[N:10][C:9]2[C:4](=[CH:5][CH:6]=[CH:7][C:8]=2[N+:13]([O-])=O)[N:3]=1. (4) Given the product [CH3:18][C:11]1[CH2:12][CH2:13][CH2:14][C:15]([CH3:16])([CH3:17])[C:10]=1/[CH:9]=[CH:48]/[C:47]1[CH:46]=[C:45]([CH2:44][CH2:43][CH2:42][NH2:33])[CH:52]=[CH:51][CH:50]=1, predict the reactants needed to synthesize it. The reactants are: [Br-].C1([P+](C2C=CC=CC=2)(C2C=CC=CC=2)[CH2:9][C:10]2[C:15]([CH3:17])([CH3:16])[CH2:14][CH2:13][CH2:12][C:11]=2[CH3:18])C=CC=CC=1.O=C1C2C(=CC=CC=2)C(=O)[N:33]1[CH2:42][CH2:43][CH2:44][C:45]1[CH:46]=[C:47]([CH:50]=[CH:51][CH:52]=1)[CH:48]=O. (5) Given the product [Br:1][C:2]1[CH:3]=[C:4]([NH:12][CH:13]([CH2:15][CH3:16])[CH3:14])[C:5]([CH3:11])=[C:6]([CH:10]=1)[C:7]([NH:39][CH2:40][C:41]1[C:42](=[O:49])[NH:43][C:44]([CH3:48])=[CH:45][C:46]=1[CH3:47])=[O:9], predict the reactants needed to synthesize it. The reactants are: [Br:1][C:2]1[CH:3]=[C:4]([NH:12][CH:13]([CH2:15][CH3:16])[CH3:14])[C:5]([CH3:11])=[C:6]([CH:10]=1)[C:7]([OH:9])=O.C(Cl)CCl.C1C=CC2N(O)N=NC=2C=1.CN1CCOCC1.Cl.[NH2:39][CH2:40][C:41]1[C:42](=[O:49])[NH:43][C:44]([CH3:48])=[CH:45][C:46]=1[CH3:47]. (6) Given the product [ClH:36].[ClH:37].[NH:1]1[C:9]2[C:4](=[CH:5][CH:6]=[CH:7][CH:8]=2)[C:3](/[CH:10]=[C:11]2\[O:12][C:13]3[C:20]([CH2:21][N:22]4[CH2:23][CH2:24][NH:25][CH2:26][CH2:27]4)=[C:19]([OH:35])[C:18]([Cl:36])=[CH:17][C:14]=3[C:15]\2=[O:16])=[CH:2]1, predict the reactants needed to synthesize it. The reactants are: [NH:1]1[C:9]2[C:4](=[CH:5][CH:6]=[CH:7][CH:8]=2)[C:3](/[CH:10]=[C:11]2\[O:12][C:13]3[C:20]([CH2:21][N:22]4[CH2:27][CH2:26][N:25](C(OC(C)(C)C)=O)[CH2:24][CH2:23]4)=[C:19]([OH:35])[C:18]([Cl:36])=[CH:17][C:14]=3[C:15]\2=[O:16])=[CH:2]1.[ClH:37]. (7) The reactants are: [CH3:1][C:2]([CH3:9])=[CH:3][C:4]([N:6]=[C:7]=[S:8])=[O:5].[NH:10]1[CH2:14][CH2:13][CH2:12][CH2:11]1. Given the product [N:10]1([C:7]([NH:6][C:4](=[O:5])[CH:3]=[C:2]([CH3:9])[CH3:1])=[S:8])[CH2:14][CH2:13][CH2:12][CH2:11]1, predict the reactants needed to synthesize it. (8) Given the product [CH:1]1([CH2:4][O:5][C:6]2[CH:11]=[CH:10][C:9]([C:12]3([CH3:17])[O:16][CH2:15][CH2:14][O:13]3)=[CH:8][C:7]=2[C:18]2[C:19]3[N:26]([CH2:27][O:28][CH2:29][CH2:30][Si:31]([CH3:34])([CH3:32])[CH3:33])[C:25]([CH3:35])=[C:24]([C:36]([NH:39][C@H:40]4[CH2:45][CH2:44][C@H:43]([NH:46][C:47](=[O:53])[O:48][C:49]([CH3:51])([CH3:50])[CH3:52])[CH2:42][CH2:41]4)=[O:37])[C:20]=3[N:21]=[CH:22][N:23]=2)[CH2:2][CH2:3]1, predict the reactants needed to synthesize it. The reactants are: [CH:1]1([CH2:4][O:5][C:6]2[CH:11]=[CH:10][C:9]([C:12]3([CH3:17])[O:16][CH2:15][CH2:14][O:13]3)=[CH:8][C:7]=2[C:18]2[C:19]3[N:26]([CH2:27][O:28][CH2:29][CH2:30][Si:31]([CH3:34])([CH3:33])[CH3:32])[C:25]([CH3:35])=[C:24]([C:36](O)=[O:37])[C:20]=3[N:21]=[CH:22][N:23]=2)[CH2:3][CH2:2]1.[NH2:39][C@H:40]1[CH2:45][CH2:44][C@H:43]([NH:46][C:47](=[O:53])[O:48][C:49]([CH3:52])([CH3:51])[CH3:50])[CH2:42][CH2:41]1.